From a dataset of Reaction yield outcomes from USPTO patents with 853,638 reactions. Predict the reaction yield, written as a fraction of the theoretical maximum amount of product (1.0 means a 100% yield; for example, 0.34 means a 34% yield). (1) The reactants are C(O[CH:4](O)[C:5]([C:7]1[CH:8]=[C:9]([NH:13][S:14]([C:17]2[CH:22]=[CH:21][CH:20]=[CH:19][CH:18]=2)(=[O:16])=[O:15])[CH:10]=[CH:11][CH:12]=1)=[O:6])C.[CH3:24][C:25]([NH2:42])([CH3:41])[CH2:26][CH2:27][N:28]1[C:32]2[CH:33]=[C:34]3[C:39](=[CH:40][C:31]=2[N:30]=[CH:29]1)[CH:38]=[CH:37][CH:36]=[CH:35]3.[BH4-].[Na+].[F:45][C:46]([F:51])([F:50])[C:47]([OH:49])=[O:48]. The catalyst is C(O)C.O. The product is [F:45][C:46]([F:51])([F:50])[C:47]([OH:49])=[O:48].[CH3:41][C:25]([NH:42][CH2:4][CH:5]([C:7]1[CH:8]=[C:9]([NH:13][S:14]([C:17]2[CH:18]=[CH:19][CH:20]=[CH:21][CH:22]=2)(=[O:15])=[O:16])[CH:10]=[CH:11][CH:12]=1)[OH:6])([CH3:24])[CH2:26][CH2:27][N:28]1[C:32]2[CH:33]=[C:34]3[C:39](=[CH:40][C:31]=2[N:30]=[CH:29]1)[CH:38]=[CH:37][CH:36]=[CH:35]3. The yield is 0.380. (2) The reactants are [F:1][C:2]1[CH:3]=[C:4]([CH:8]([OH:25])[CH2:9][O:10][C:11]2[CH:24]=[CH:23][C:14]([CH2:15][CH:16]3[S:20][C:19](=[O:21])[NH:18][C:17]3=[O:22])=[CH:13][CH:12]=2)[CH:5]=[CH:6][CH:7]=1.CS(C)=O.O=P12OP3(OP(OP(O3)(O1)=O)(=O)O2)=O.C(N(CC)CC)C. The catalyst is C(Cl)Cl. The product is [F:1][C:2]1[CH:3]=[C:4]([C:8](=[O:25])[CH2:9][O:10][C:11]2[CH:24]=[CH:23][C:14]([CH2:15][CH:16]3[S:20][C:19](=[O:21])[NH:18][C:17]3=[O:22])=[CH:13][CH:12]=2)[CH:5]=[CH:6][CH:7]=1. The yield is 0.400. (3) The reactants are [CH3:1][C:2]1[CH:8]=[CH:7][C:5]([NH2:6])=[CH:4][CH:3]=1.[N+:9]([C:12]1[CH:20]=[CH:19][CH:18]=[CH:17][C:13]=1[C:14](Cl)=[O:15])([O-:11])=[O:10]. No catalyst specified. The product is [N+:9]([C:12]1[CH:20]=[CH:19][CH:18]=[CH:17][C:13]=1[C:14]([NH:6][C:5]1[CH:7]=[CH:8][C:2]([CH3:1])=[CH:3][CH:4]=1)=[O:15])([O-:11])=[O:10]. The yield is 0.650. (4) The reactants are [Cl-].[Cl-].[Cl-].[Al+3].[C:5](=[O:16])([S:7][C:8]1[CH:13]=[CH:12][CH:11]=[C:10]([O:14][CH3:15])[CH:9]=1)[CH3:6].Cl[C:18](=[O:30])[CH2:19][C:20]1[CH:29]=[CH:28][C:23]([C:24]([O:26][CH3:27])=[O:25])=[CH:22][CH:21]=1.Cl. The catalyst is C(Cl)Cl. The product is [C:5]([S:7][C:8]1[CH:9]=[C:10]([O:14][CH3:15])[CH:11]=[CH:12][C:13]=1[C:18](=[O:30])[CH2:19][C:20]1[CH:21]=[CH:22][C:23]([C:24]([O:26][CH3:27])=[O:25])=[CH:28][CH:29]=1)(=[O:16])[CH3:6]. The yield is 0.140. (5) The reactants are C([O:5][C:6](=NNC(N)=O)[CH2:7][C@H:8]([NH:11][C:12](=[O:32])[C@H:13]([CH2:28][CH:29]([CH3:31])[CH3:30])[NH:14][C:15](=[O:27])[CH2:16][C:17]1[C:26]2[C:21](=[CH:22][CH:23]=[CH:24][CH:25]=2)[CH:20]=[CH:19][CH:18]=1)[CH:9]=[O:10])(C)(C)C.C1([O:44]C)C=CC=CC=1.FC(F)(F)C(O)=O. The catalyst is C(Cl)Cl. The product is [C:17]1([CH2:16][C:15]([NH:14][C@H:13]([C:12]([NH:11][C@H:8]([CH:9]=[O:10])[CH2:7][C:6]([OH:5])=[O:44])=[O:32])[CH2:28][CH:29]([CH3:31])[CH3:30])=[O:27])[C:26]2[C:21](=[CH:22][CH:23]=[CH:24][CH:25]=2)[CH:20]=[CH:19][CH:18]=1. The yield is 1.00. (6) The reactants are [Cl:1][C:2]1[CH:3]=[C:4]([CH:7]=[CH:8][CH:9]=1)[CH:5]=O.Cl.[NH2:11][OH:12].C([O-])(=O)C.[Na+]. The catalyst is C(O)C. The product is [Cl:1][C:2]1[CH:3]=[C:4]([CH:7]=[CH:8][CH:9]=1)/[CH:5]=[N:11]\[OH:12]. The yield is 0.980. (7) The reactants are [F:1][C:2]([F:10])([F:9])[C:3]1[CH:8]=[CH:7][N:6]=[CH:5][CH:4]=1.ClC1C=C(C=CC=1)C(OO)=[O:16]. The catalyst is C(Cl)Cl. The product is [F:1][C:2]([F:10])([F:9])[C:3]1[CH:8]=[CH:7][N+:6]([O-:16])=[CH:5][CH:4]=1. The yield is 0.860.